This data is from Forward reaction prediction with 1.9M reactions from USPTO patents (1976-2016). The task is: Predict the product of the given reaction. (1) Given the reactants [CH2:1]([N:8]([CH3:32])[CH:9]1[CH2:14][CH:13]([C:15](=[O:24])[NH:16][C:17]2[CH:22]=[CH:21][C:20]([Cl:23])=[CH:19][CH:18]=2)[CH2:12][N:11](C(OC(C)(C)C)=O)[CH2:10]1)[C:2]1[CH:7]=[CH:6][CH:5]=[CH:4][CH:3]=1.FC(F)(F)C(O)=O, predict the reaction product. The product is: [CH2:1]([N:8]([CH3:32])[CH:9]1[CH2:10][NH:11][CH2:12][CH:13]([C:15]([NH:16][C:17]2[CH:18]=[CH:19][C:20]([Cl:23])=[CH:21][CH:22]=2)=[O:24])[CH2:14]1)[C:2]1[CH:3]=[CH:4][CH:5]=[CH:6][CH:7]=1. (2) Given the reactants [NH2:1][C:2]1[C:17]([Cl:18])=[CH:16][CH:15]=[CH:14][C:3]=1[C:4]([NH:6][C:7]1[CH:12]=[CH:11][CH:10]=[CH:9][C:8]=1[Cl:13])=[O:5].[Cl:19][CH2:20][C:21](Cl)=O, predict the reaction product. The product is: [Cl:18][C:17]1[CH:16]=[CH:15][CH:14]=[C:3]2[C:2]=1[N:1]=[C:21]([CH2:20][Cl:19])[N:6]([C:7]1[CH:12]=[CH:11][CH:10]=[CH:9][C:8]=1[Cl:13])[C:4]2=[O:5]. (3) Given the reactants [Cl:1][C:2]1[CH:10]=[C:9]([C:11]([NH:13][CH:14]([C:16]2[NH:20][C:19]3[CH:21]=[CH:22][C:23]([Cl:25])=[CH:24][C:18]=3[N:17]=2)[CH3:15])=[O:12])[CH:8]=[CH:7][C:3]=1[C:4]([OH:6])=O.[F:26][C:27]([F:37])([F:36])[C:28]([NH:30][CH:31]1[CH2:35][CH2:34][NH:33][CH2:32]1)=[O:29].C(N(C(C)C)CC)(C)C.ClCl, predict the reaction product. The product is: [Cl:1][C:2]1[CH:10]=[C:9]([CH:8]=[CH:7][C:3]=1[C:4]([N:33]1[CH2:34][CH2:35][CH:31]([NH:30][C:28](=[O:29])[C:27]([F:37])([F:36])[F:26])[CH2:32]1)=[O:6])[C:11]([NH:13][CH:14]([C:16]1[NH:20][C:19]2[CH:21]=[CH:22][C:23]([Cl:25])=[CH:24][C:18]=2[N:17]=1)[CH3:15])=[O:12]. (4) Given the reactants [N+:1]([C:4]1[CH:5]=[C:6]([CH:10]=[CH:11][CH:12]=1)[C:7](Cl)=[O:8])([O-:3])=[O:2].C(N(C(C)C)CC)(C)C.[NH2:22][CH2:23][C:24]([NH:26][CH:27]([C:34]1[CH:39]=[CH:38][CH:37]=[CH:36][CH:35]=1)[CH2:28][C:29]([O:31][CH2:32][CH3:33])=[O:30])=[O:25].O, predict the reaction product. The product is: [N+:1]([C:4]1[CH:5]=[C:6]([CH:10]=[CH:11][CH:12]=1)[C:7]([NH:22][CH2:23][C:24]([NH:26][CH:27]([C:34]1[CH:35]=[CH:36][CH:37]=[CH:38][CH:39]=1)[CH2:28][C:29]([O:31][CH2:32][CH3:33])=[O:30])=[O:25])=[O:8])([O-:3])=[O:2]. (5) Given the reactants [NH2:1][C:2]1[S:3][C:4]([CH3:7])=[CH:5][N:6]=1.[C:8]([NH:15][CH2:16][CH2:17][CH2:18]Br)([O:10][C:11]([CH3:14])([CH3:13])[CH3:12])=[O:9], predict the reaction product. The product is: [NH:1]=[C:2]1[N:6]([CH2:18][CH2:17][CH2:16][NH:15][C:8](=[O:9])[O:10][C:11]([CH3:14])([CH3:13])[CH3:12])[CH:5]=[C:4]([CH3:7])[S:3]1.